From a dataset of Full USPTO retrosynthesis dataset with 1.9M reactions from patents (1976-2016). Predict the reactants needed to synthesize the given product. Given the product [CH:1]([C:4]1[O:8][C:7]([C:9]2[CH:17]=[CH:16][C:12]([C:13]([N:15]=[C:19]=[O:20])=[O:14])=[CH:11][CH:10]=2)=[N:6][N:5]=1)([CH3:3])[CH3:2], predict the reactants needed to synthesize it. The reactants are: [CH:1]([C:4]1[O:8][C:7]([C:9]2[CH:17]=[CH:16][C:12]([C:13]([NH2:15])=[O:14])=[CH:11][CH:10]=2)=[N:6][N:5]=1)([CH3:3])[CH3:2].C(Cl)(=O)[C:19](Cl)=[O:20].